The task is: Predict the reaction yield, written as a fraction of the theoretical maximum amount of product (1.0 means a 100% yield; for example, 0.34 means a 34% yield).. This data is from Reaction yield outcomes from USPTO patents with 853,638 reactions. The reactants are [C:1]([O:5][C:6]([N:8]1[CH2:12][CH2:11][CH2:10][C@H:9]1[C:13]([OH:15])=O)=[O:7])([CH3:4])([CH3:3])[CH3:2].CN(C(ON1N=NC2C=CC=NC1=2)=[N+](C)C)C.F[P-](F)(F)(F)(F)F.CCN(C(C)C)C(C)C.[NH2:49][N:50]1[CH:54]=[CH:53][CH:52]=[C:51]1[C:55]([NH:57][C:58]1[CH:63]=[CH:62][CH:61]=[CH:60][CH:59]=1)=[O:56]. The catalyst is CN(C)C=O. The product is [C:58]1([NH:57][C:55]([C:51]2[N:50]([NH:49][C:13]([C@@H:9]3[CH2:10][CH2:11][CH2:12][N:8]3[C:6]([O:5][C:1]([CH3:2])([CH3:3])[CH3:4])=[O:7])=[O:15])[CH:54]=[CH:53][CH:52]=2)=[O:56])[CH:59]=[CH:60][CH:61]=[CH:62][CH:63]=1. The yield is 0.620.